From a dataset of Reaction yield outcomes from USPTO patents with 853,638 reactions. Predict the reaction yield, written as a fraction of the theoretical maximum amount of product (1.0 means a 100% yield; for example, 0.34 means a 34% yield). (1) The reactants are Cl[C:2]1[C:7]2[C:8](=[O:22])[N:9]([CH2:11][C:12]3[CH:17]=[CH:16][C:15]([O:18][CH3:19])=[CH:14][C:13]=3[O:20][CH3:21])[CH2:10][C:6]=2[C:5]([F:23])=[C:4]([NH:24][C@H:25]2[CH2:30][CH2:29][CH2:28][CH2:27][C@H:26]2[NH:31][C:32](=[O:38])[O:33][C:34]([CH3:37])([CH3:36])[CH3:35])[N:3]=1.[CH3:39][N:40]1[CH:44]=[C:43](B2OC(C)(C)C(C)(C)O2)[CH:42]=[N:41]1.C(=O)([O-])[O-].[Na+].[Na+]. The catalyst is COCCOC.Cl[Pd](Cl)([P](C1C=CC=CC=1)(C1C=CC=CC=1)C1C=CC=CC=1)[P](C1C=CC=CC=1)(C1C=CC=CC=1)C1C=CC=CC=1. The product is [CH3:21][O:20][C:13]1[CH:14]=[C:15]([O:18][CH3:19])[CH:16]=[CH:17][C:12]=1[CH2:11][N:9]1[CH2:10][C:6]2[C:5]([F:23])=[C:4]([NH:24][C@H:25]3[CH2:30][CH2:29][CH2:28][CH2:27][C@H:26]3[NH:31][C:32](=[O:38])[O:33][C:34]([CH3:37])([CH3:36])[CH3:35])[N:3]=[C:2]([C:43]3[CH:42]=[N:41][N:40]([CH3:39])[CH:44]=3)[C:7]=2[C:8]1=[O:22]. The yield is 0.640. (2) The yield is 1.00. The reactants are C(OC([N:8]1[CH2:13][CH2:12][N:11]([C:14]2[N:15]([CH2:29][CH3:30])[C:16]3[C:21]([C:22]=2[C:23]#[N:24])=[CH:20][CH:19]=[C:18]([C:25]([F:28])([F:27])[F:26])[CH:17]=3)[CH2:10][CH2:9]1)=O)(C)(C)C.C(O)(C(F)(F)F)=O. The product is [CH2:29]([N:15]1[C:16]2[C:21](=[CH:20][CH:19]=[C:18]([C:25]([F:27])([F:28])[F:26])[CH:17]=2)[C:22]([C:23]#[N:24])=[C:14]1[N:11]1[CH2:10][CH2:9][NH:8][CH2:13][CH2:12]1)[CH3:30]. The catalyst is ClCCl. (3) The product is [Br:38][C:37]1[C:28]([C:26]([OH:27])=[O:25])=[N:29][C:30]2[C:35]([C:36]=1[OH:39])=[CH:34][CH:33]=[CH:32][C:31]=2[OH:40]. The reactants are COC(C1C=C(O)C2C(=C(OCC3C=CC=CC=3)C=CC=2)N=1)=O.C[O:25][C:26]([C:28]1[C:37]([Br:38])=[C:36]([OH:39])[C:35]2[C:30](=[C:31]([OH:40])[CH:32]=[CH:33][CH:34]=2)[N:29]=1)=[O:27]. No catalyst specified. The yield is 0.440. (4) The reactants are N[C:2]1[CH:3]=[CH:4][CH:5]=[C:6]2[C:11]=1[CH:10]=[C:9]([S:12]([OH:15])(=[O:14])=[O:13])[CH:8]=[CH:7]2.N([O-])=O.[Na+].[ClH:20]. The catalyst is O.[NH4+].[Cl-].Cl[Cu].[Cu]. The product is [Cl:20][C:2]1[CH:3]=[CH:4][CH:5]=[C:6]2[C:11]=1[CH:10]=[C:9]([S:12]([OH:15])(=[O:14])=[O:13])[CH:8]=[CH:7]2. The yield is 0.650. (5) The reactants are [NH2:1][CH2:2][C:3]1[CH:4]=[CH:5][C:6]([Cl:27])=[C:7]([NH:9][C:10]2[S:11]/[C:12](=[CH:16]\[C:17]3[CH:18]=[C:19]4[C:24](=[CH:25][CH:26]=3)[N:23]=[CH:22][CH:21]=[CH:20]4)/[C:13](=[O:15])[N:14]=2)[CH:8]=1.ON1C2N=CC=CC=2N=N1.Cl.[CH3:39][N:40]([CH3:45])[CH2:41][C:42](O)=[O:43].Cl.CN(C)CCCN=C=NCC.[OH-].[Na+]. The catalyst is O.CN(C)C=O. The product is [Cl:27][C:6]1[CH:5]=[CH:4][C:3]([CH2:2][NH:1][C:42](=[O:43])[CH2:41][N:40]([CH3:45])[CH3:39])=[CH:8][C:7]=1[NH:9][C:10]1[S:11]/[C:12](=[CH:16]\[C:17]2[CH:18]=[C:19]3[C:24](=[CH:25][CH:26]=2)[N:23]=[CH:22][CH:21]=[CH:20]3)/[C:13](=[O:15])[N:14]=1. The yield is 0.550. (6) The product is [CH2:1]([NH:4][C:5]1[CH:6]=[C:7]([N:20]2[CH2:21][CH2:22][N:23]([C:26]([O:28][C:29]([CH3:30])([CH3:32])[CH3:31])=[O:27])[CH2:24][CH2:25]2)[CH:8]=[CH:9][C:10]=1[S:11]([C:14]1[CH:15]=[CH:16][CH:17]=[CH:18][CH:19]=1)(=[O:13])=[O:12])[CH3:2]. The reactants are [C:1]([NH:4][C:5]1[CH:6]=[C:7]([N:20]2[CH2:25][CH2:24][N:23]([C:26]([O:28][C:29]([CH3:32])([CH3:31])[CH3:30])=[O:27])[CH2:22][CH2:21]2)[CH:8]=[CH:9][C:10]=1[S:11]([C:14]1[CH:19]=[CH:18][CH:17]=[CH:16][CH:15]=1)(=[O:13])=[O:12])(=O)[CH3:2]. The yield is 0.430. The catalyst is C1COCC1. (7) The reactants are [CH3:1][Si:2]([CH3:13])([CH3:12])[C:3]1[CH:8]=[CH:7][C:6](B(O)O)=[CH:5][CH:4]=1.P([O-])([O-])([O-])=O.[K+].[K+].[K+].Br[C:23]1[CH:31]=[CH:30][CH:29]=[C:28]2[C:24]=1[CH:25]=[CH:26][CH2:27]2. The catalyst is Cl[Pd](Cl)([P](C1C=CC=CC=1)(C1C=CC=CC=1)C1C=CC=CC=1)[P](C1C=CC=CC=1)(C1C=CC=CC=1)C1C=CC=CC=1.C1(P(C2C=CC=CC=2)C2C=CC=CC=2)C=CC=CC=1.O. The product is [CH3:1][Si:2]([CH3:13])([CH3:12])[C:3]1[CH:8]=[CH:7][C:6]([C:23]2[CH:31]=[CH:30][CH:29]=[C:28]3[C:24]=2[CH:25]=[CH:26][CH2:27]3)=[CH:5][CH:4]=1. The yield is 0.790.